This data is from Forward reaction prediction with 1.9M reactions from USPTO patents (1976-2016). The task is: Predict the product of the given reaction. (1) Given the reactants Br[C:2]1[C:3]([F:14])=[CH:4][N:5]=[C:6]2[C:11]=1[N:10]=[C:9]([O:12][CH3:13])[CH:8]=[CH:7]2.[O-]P([O-])([O-])=O.[K+].[K+].[K+].[CH2:23]([O:30][C:31](=[O:37])[NH:32][CH:33]1[CH2:36][NH:35][CH2:34]1)[C:24]1[CH:29]=[CH:28][CH:27]=[CH:26][CH:25]=1, predict the reaction product. The product is: [CH2:23]([O:30][C:31](=[O:37])[NH:32][CH:33]1[CH2:36][N:35]([C:2]2[C:11]3[C:6](=[CH:7][CH:8]=[C:9]([O:12][CH3:13])[N:10]=3)[N:5]=[CH:4][C:3]=2[F:14])[CH2:34]1)[C:24]1[CH:29]=[CH:28][CH:27]=[CH:26][CH:25]=1. (2) Given the reactants [Cl:1][C:2]1[C:7]2[CH:8]=[CH:9][NH:10][C:6]=2[CH:5]=[CH:4][N:3]=1.[H-].[Na+].[CH3:13][Si:14]([CH3:21])([CH3:20])[CH2:15][CH2:16][O:17][CH2:18]Cl, predict the reaction product. The product is: [Cl:1][C:2]1[C:7]2[CH:8]=[CH:9][N:10]([CH2:18][O:17][CH2:16][CH2:15][Si:14]([CH3:21])([CH3:20])[CH3:13])[C:6]=2[CH:5]=[CH:4][N:3]=1. (3) Given the reactants [CH3:1][O:2][C:3]1[N:8]=[N:7][C:6]([N:9]2[C:13]([C:14]3[CH:19]=[N:18][C:17]([CH3:20])=[CH:16][N:15]=3)=[CH:12][C:11]([C:21]([OH:23])=O)=[N:10]2)=[CH:5][CH:4]=1.[CH2:24]([NH:26][CH2:27][CH3:28])[CH3:25], predict the reaction product. The product is: [CH2:24]([N:26]([CH2:27][CH3:28])[C:21]([C:11]1[CH:12]=[C:13]([C:14]2[CH:19]=[N:18][C:17]([CH3:20])=[CH:16][N:15]=2)[N:9]([C:6]2[N:7]=[N:8][C:3]([O:2][CH3:1])=[CH:4][CH:5]=2)[N:10]=1)=[O:23])[CH3:25]. (4) The product is: [Br:3][C:4]1[CH:9]=[N:8][C:7]([C:10]([N:12]([C:13]2[CH:14]=[CH:15][CH:16]=[CH:17][CH:18]=2)[CH2:24][O:23][CH2:22][CH2:21][Si:20]([CH3:27])([CH3:26])[CH3:19])=[O:11])=[N:6][CH:5]=1. Given the reactants [H-].[Na+].[Br:3][C:4]1[CH:5]=[N:6][C:7]([C:10]([NH:12][C:13]2[CH:18]=[CH:17][CH:16]=[CH:15][CH:14]=2)=[O:11])=[N:8][CH:9]=1.[CH3:19][Si:20]([CH3:27])([CH3:26])[CH2:21][CH2:22][O:23][CH2:24]Cl, predict the reaction product. (5) Given the reactants [H-].[Na+].[CH3:3][N:4]1[C:9](=[O:10])[CH:8]=[N:7][NH:6][C:5]1=[O:11].Br[CH2:13][CH2:14][CH2:15][CH2:16][CH2:17][Cl:18], predict the reaction product. The product is: [Cl:18][CH2:17][CH2:16][CH2:15][CH2:14][CH2:13][N:6]1[C:5](=[O:11])[N:4]([CH3:3])[C:9](=[O:10])[CH:8]=[N:7]1. (6) Given the reactants [CH2:1]1[CH:8](N)[C:6](=[O:7])[NH:5][C:3](=[O:4])C1.Cl.[Br:11][CH2:12][C:13]1[CH:22]=[C:21]([N+:23]([O-:25])=[O:24])[CH:20]=[CH:19][C:14]=1[C:15]([O:17][CH3:18])=[O:16].C(N(CC)CC)C.CN(C)C=[O:36], predict the reaction product. The product is: [Br:11][CH2:12][C:13]1[CH:22]=[C:21]([N+:23]([O-:25])=[O:24])[CH:20]=[CH:19][C:14]=1[C:15]([O:17][CH3:18])=[O:16].[N+:23]([C:21]1[CH:20]=[CH:19][CH:14]=[C:13]([CH3:12])[C:22]=1[C:6]([OH:7])=[O:36])([O-:25])=[O:24].[Br:11][N:5]1[C:6](=[O:7])[CH2:8][CH2:1][C:3]1=[O:4]. (7) Given the reactants C1(O)C2C(=CC=CC=2)C=CC=1.BrCCCCCCCCCO.[C:23]1([O:33][CH2:34][CH2:35][CH2:36][CH2:37][CH2:38][CH2:39][CH2:40][CH2:41][CH2:42][OH:43])[C:32]2[C:27](=[CH:28][CH:29]=[CH:30][CH:31]=2)[CH:26]=[CH:25][CH:24]=1.C1(OCCCCCCCCC(O)=O)C2C(=CC=CC=2)C=CC=1.Cl.Cl.[CH2:68]([O:75][C:76](=[O:84])[CH2:77][C@@H:78]([NH2:83])[CH2:79][N:80]([CH3:82])[CH3:81])[C:69]1[CH:74]=[CH:73][CH:72]=[CH:71][CH:70]=1, predict the reaction product. The product is: [CH2:68]([O:75][C:76](=[O:84])[CH2:77][C@@H:78]([NH:83][C:42](=[O:43])[CH2:41][CH2:40][CH2:39][CH2:38][CH2:37][CH2:36][CH2:35][CH2:34][O:33][C:23]1[C:32]2[C:27](=[CH:28][CH:29]=[CH:30][CH:31]=2)[CH:26]=[CH:25][CH:24]=1)[CH2:79][N:80]([CH3:81])[CH3:82])[C:69]1[CH:74]=[CH:73][CH:72]=[CH:71][CH:70]=1. (8) Given the reactants ClC1N=C(NNCC#C)N=C(NNCCC)N=1.[CH:18]([NH2:21])([CH3:20])[CH3:19].CN(C)[C:24]1[N:29]=[C:28]([NH:30][CH2:31][CH2:32][CH3:33])[N:27]=[C:26]([NH:34][CH2:35][C:36]#[CH:37])[N:25]=1, predict the reaction product. The product is: [CH:18]([NH:21][C:24]1[N:25]=[C:26]([NH:34][CH2:35][CH2:36][CH3:37])[N:27]=[C:28]([NH:30][CH2:31][C:32]#[CH:33])[N:29]=1)([CH3:20])[CH3:19]. (9) Given the reactants [NH2:1][CH2:2][CH2:3][O:4][C:5]1[CH:10]=[CH:9][C:8]([NH:11][C:12](=[O:21])[C:13]2[CH:18]=[CH:17][CH:16]=[C:15]([O:19][CH3:20])[CH:14]=2)=[CH:7][C:6]=1[C:22]1[N:26]([CH3:27])[N:25]=[CH:24][CH:23]=1.C(N(CC)CC)C.[C:35](Cl)(=[O:41])[CH2:36][CH2:37][CH2:38][CH2:39][CH3:40], predict the reaction product. The product is: [C:35]([NH:1][CH2:2][CH2:3][O:4][C:5]1[CH:10]=[CH:9][C:8]([NH:11][C:12](=[O:21])[C:13]2[CH:18]=[CH:17][CH:16]=[C:15]([O:19][CH3:20])[CH:14]=2)=[CH:7][C:6]=1[C:22]1[N:26]([CH3:27])[N:25]=[CH:24][CH:23]=1)(=[O:41])[CH2:36][CH2:37][CH2:38][CH2:39][CH3:40].